From a dataset of Reaction yield outcomes from USPTO patents with 853,638 reactions. Predict the reaction yield, written as a fraction of the theoretical maximum amount of product (1.0 means a 100% yield; for example, 0.34 means a 34% yield). (1) The reactants are [CH2:1]([O:8][C:9]1[C:14]([Br:15])=[CH:13][C:12]([CH:16]([C:18]2[CH:23]=[CH:22][C:21]([CH2:24][CH2:25][O:26][CH2:27][O:28][CH3:29])=[CH:20][CH:19]=2)O)=[C:11]([Cl:30])[CH:10]=1)[C:2]1[CH:7]=[CH:6][CH:5]=[CH:4][CH:3]=1.[SiH](CC)(CC)CC.B(F)(F)F.CCOCC.C(=O)(O)[O-].[Na+]. The catalyst is C(Cl)(Cl)Cl. The product is [CH2:1]([O:8][C:9]1[CH:10]=[C:11]([Cl:30])[C:12]([CH2:16][C:18]2[CH:19]=[CH:20][C:21]([CH2:24][CH2:25][O:26][CH2:27][O:28][CH3:29])=[CH:22][CH:23]=2)=[CH:13][C:14]=1[Br:15])[C:2]1[CH:3]=[CH:4][CH:5]=[CH:6][CH:7]=1. The yield is 0.400. (2) The reactants are [CH3:1][N:2]([CH3:32])[C:3]([C:5]1[N:26]([CH:27]2[CH2:31][CH2:30][CH2:29][CH2:28]2)[C:8]2[N:9]=[C:10]([NH:13][C:14]3[N:15]=[N:16][C:17]([N:20]4[CH2:25][CH2:24][NH:23][CH2:22][CH2:21]4)=[CH:18][CH:19]=3)[N:11]=[CH:12][C:7]=2[CH:6]=1)=[O:4].Br[CH2:34][CH2:35][OH:36]. No catalyst specified. The product is [CH3:1][N:2]([CH3:32])[C:3]([C:5]1[N:26]([CH:27]2[CH2:31][CH2:30][CH2:29][CH2:28]2)[C:8]2[N:9]=[C:10]([NH:13][C:14]3[N:15]=[N:16][C:17]([N:20]4[CH2:21][CH2:22][N:23]([CH2:34][CH2:35][OH:36])[CH2:24][CH2:25]4)=[CH:18][CH:19]=3)[N:11]=[CH:12][C:7]=2[CH:6]=1)=[O:4]. The yield is 0.130.